This data is from Full USPTO retrosynthesis dataset with 1.9M reactions from patents (1976-2016). The task is: Predict the reactants needed to synthesize the given product. (1) Given the product [Cl:1][C:2]1[CH:10]=[CH:9][C:8]([CH2:11][NH:12][C:13](=[O:18])[C:14]([CH3:17])([CH3:16])[CH3:15])=[CH:7][C:3]=1[C:4]([NH:24][C:25]1[NH:26][CH:27]=[CH:28][N:29]=1)=[O:6], predict the reactants needed to synthesize it. The reactants are: [Cl:1][C:2]1[CH:10]=[CH:9][C:8]([CH2:11][NH:12][C:13](=[O:18])[C:14]([CH3:17])([CH3:16])[CH3:15])=[CH:7][C:3]=1[C:4]([OH:6])=O.S(O)(O)(=O)=O.[NH2:24][C:25]1[NH:26][CH:27]=[CH:28][N:29]=1.F[B-](F)(F)F.N1(OC(N(C)C)=[N+](C)C)C2C=CC=CC=2N=N1.C(N(CC)C(C)C)(C)C. (2) Given the product [Br:1][C:2]1[CH:3]=[CH:4][C:5]2[N:6]([C:8](=[O:11])[N:9]([C:19]3[CH:24]=[CH:23][CH:22]=[CH:21][N:20]=3)[N:10]=2)[CH:7]=1, predict the reactants needed to synthesize it. The reactants are: [Br:1][C:2]1[CH:3]=[CH:4][C:5]2[N:6]([C:8](=[O:11])[NH:9][N:10]=2)[CH:7]=1.C([O-])([O-])=O.[K+].[K+].F[C:19]1[CH:24]=[CH:23][CH:22]=[CH:21][N:20]=1. (3) The reactants are: [NH:1]1[CH2:5][CH2:4][CH2:3][C@H:2]1[CH2:6][N:7]1[CH2:11][CH2:10][CH2:9][CH2:8]1.C(N(CC)CC)C.[F:19][C:20]1[CH:28]=[CH:27][C:23]([C:24](Cl)=[O:25])=[CH:22][CH:21]=1. Given the product [F:19][C:20]1[CH:28]=[CH:27][C:23]([C:24]([N:1]2[CH2:5][CH2:4][CH2:3][C@H:2]2[CH2:6][N:7]2[CH2:11][CH2:10][CH2:9][CH2:8]2)=[O:25])=[CH:22][CH:21]=1, predict the reactants needed to synthesize it. (4) Given the product [NH2:1][C:2]1[CH:3]=[C:4]([NH:12][CH3:11])[CH:7]=[CH:8][N:9]=1, predict the reactants needed to synthesize it. The reactants are: [NH2:1][C:2]1[CH:3]=[C:4]([CH:7]=[CH:8][N:9]=1)C#N.C[CH2:11][N:12](CC)CC. (5) Given the product [C:53]([N:59]([CH2:67][C:68]1[CH:73]=[CH:72][C:71]([C:74]2[CH:79]=[CH:78][CH:77]=[CH:76][C:75]=2[C:80]2[NH:84][N:83]=[N:82][N:81]=2)=[CH:70][CH:69]=1)[C@H:60]([C:64]([O:66][C@@H:118]([O:117][C:115]([C@H:108]1[CH2:109][C@H:110]([O:111][N+:112]([O-:114])=[O:113])[C@@H:106]([O:105][CH3:104])[CH2:107]1)=[O:116])[CH3:119])=[O:65])[CH:61]([CH3:63])[CH3:62])(=[O:58])[CH2:54][CH2:55][CH2:56][CH3:57], predict the reactants needed to synthesize it. The reactants are: C(OC1N(CC2C=CC(C3C=CC=CC=3C3N(C(C4C=CC=CC=4)(C4C=CC=CC=4)C4C=CC=CC=4)N=NN=3)=CC=2)C2C(C(O)=O)=CC=CC=2N=1)C.[C:53]([N:59]([CH2:67][C:68]1[CH:73]=[CH:72][C:71]([C:74]2[CH:79]=[CH:78][CH:77]=[CH:76][C:75]=2[C:80]2[N:84](C(C3C=CC=CC=3)(C3C=CC=CC=3)C3C=CC=CC=3)[N:83]=[N:82][N:81]=2)=[CH:70][CH:69]=1)[C@H:60]([C:64]([OH:66])=[O:65])[CH:61]([CH3:63])[CH3:62])(=[O:58])[CH2:54][CH2:55][CH2:56][CH3:57].[CH3:104][O:105][C@@H:106]1[C@@H:110]([O:111][N+:112]([O-:114])=[O:113])[CH2:109][C@H:108]([C:115]([O:117][CH:118](Cl)[CH3:119])=[O:116])[CH2:107]1.CO[C@@H]1[C@@H](O[N+]([O-])=O)C[C@H](C(O[C@@H](Cl)C)=O)C1. (6) Given the product [CH3:17][N:15]([CH3:16])[CH2:14][CH2:13][NH:12][C:10](=[O:11])[C@@H:2]([NH:1][S:22]([C:25]1[CH:26]=[C:27]2[C:31](=[CH:32][CH:33]=1)[NH:30][C:29](=[O:34])[C:28]2=[O:35])(=[O:23])=[O:24])[CH2:3][C:4]1[CH:9]=[CH:8][CH:7]=[CH:6][CH:5]=1, predict the reactants needed to synthesize it. The reactants are: [NH2:1][C@H:2]([C:10]([NH:12][CH2:13][CH2:14][N:15]([CH3:17])[CH3:16])=[O:11])[CH2:3][C:4]1[CH:9]=[CH:8][CH:7]=[CH:6][CH:5]=1.C(N[S:22]([C:25]1[CH:26]=[C:27]2[C:31](=[CH:32][CH:33]=1)[NH:30][C:29](=[O:34])[C:28]2=[O:35])(=[O:24])=[O:23])CC.